This data is from TCR-epitope binding with 47,182 pairs between 192 epitopes and 23,139 TCRs. The task is: Binary Classification. Given a T-cell receptor sequence (or CDR3 region) and an epitope sequence, predict whether binding occurs between them. The epitope is WICLLQFAY. The TCR CDR3 sequence is CASSPGQGGVETQYF. Result: 1 (the TCR binds to the epitope).